From a dataset of Catalyst prediction with 721,799 reactions and 888 catalyst types from USPTO. Predict which catalyst facilitates the given reaction. (1) Reactant: [Cl:1][C:2]1[CH:3]=[C:4]([C:13]2[N:21]=[C:20]([C:22]#[N:23])[N:19]=[C:18]3[C:14]=2[N:15]([CH2:24][C@H:25]2[CH2:30][CH2:29][C@H:28]([CH3:31])[CH2:27][CH2:26]2)[CH:16]=[N:17]3)[CH:5]=[C:6]([O:8][CH2:9][CH2:10][O:11][CH3:12])[CH:7]=1.CC1(C)CCCC(C)(C)N1[Mg]Cl.[Cl-].[Li+].[Br:46]N1C(C)(C)C(=O)N(Br)C1=O. Product: [Br:46][C:16]1[N:15]([CH2:24][C@H:25]2[CH2:26][CH2:27][C@H:28]([CH3:31])[CH2:29][CH2:30]2)[C:14]2[C:18](=[N:19][C:20]([C:22]#[N:23])=[N:21][C:13]=2[C:4]2[CH:5]=[C:6]([O:8][CH2:9][CH2:10][O:11][CH3:12])[CH:7]=[C:2]([Cl:1])[CH:3]=2)[N:17]=1. The catalyst class is: 1. (2) The catalyst class is: 5. Product: [ClH:1].[ClH:1].[NH2:8][CH2:9][CH2:10][N:11]1[CH2:12][CH2:13][N:14]([C:17]([C:19]2[C:20]3[N:27]([CH2:28][CH3:29])[C:26]([C:30]4[C:34]([NH2:35])=[N:33][O:32][N:31]=4)=[N:25][C:21]=3[CH:22]=[N:23][CH:24]=2)=[O:18])[CH2:15][CH2:16]1. Reactant: [ClH:1].C(OC(=O)[NH:8][CH2:9][CH2:10][N:11]1[CH2:16][CH2:15][N:14]([C:17]([C:19]2[C:20]3[N:27]([CH2:28][CH3:29])[C:26]([C:30]4[C:34]([NH2:35])=[N:33][O:32][N:31]=4)=[N:25][C:21]=3[CH:22]=[N:23][CH:24]=2)=[O:18])[CH2:13][CH2:12]1)(C)(C)C.